Dataset: Reaction yield outcomes from USPTO patents with 853,638 reactions. Task: Predict the reaction yield, written as a fraction of the theoretical maximum amount of product (1.0 means a 100% yield; for example, 0.34 means a 34% yield). (1) The reactants are C(OC([N:8]1[CH2:13][CH2:12][CH:11]([NH:14][CH2:15][C@H:16]([OH:25])[CH2:17][O:18][C:19]2[CH:24]=[CH:23][CH:22]=[CH:21][CH:20]=2)[CH2:10][CH2:9]1)=O)(C)(C)C.Cl. The catalyst is CO.O1CCOCC1. The product is [O:18]([CH2:17][C@@H:16]([OH:25])[CH2:15][NH:14][CH:11]1[CH2:10][CH2:9][NH:8][CH2:13][CH2:12]1)[C:19]1[CH:24]=[CH:23][CH:22]=[CH:21][CH:20]=1. The yield is 0.920. (2) The reactants are [CH3:1][O:2][C:3]1[CH:8]=[N:7][CH:6]=[CH:5][N:4]=1.C(OCC)C.C(OCCCC)CCC.[C:23]1([Li])[CH:28]=[CH:27][CH:26]=[CH:25][CH:24]=1. The catalyst is O. The product is [C:23]1([C:8]2[C:3]([O:2][CH3:1])=[N:4][CH:5]=[CH:6][N:7]=2)[CH:28]=[CH:27][CH:26]=[CH:25][CH:24]=1. The yield is 0.120. (3) The reactants are [CH2:1]([O:3][C:4]([C:6]1[NH:7][C:8]2[C:13]([CH:14]=1)=[CH:12][C:11](B1OC(C)(C)C(C)(C)O1)=[CH:10][CH:9]=2)=[O:5])[CH3:2].Br[C:25]1[CH:30]=[CH:29][C:28]([C:31]([F:34])([F:33])[F:32])=[CH:27][N:26]=1.C([O-])([O-])=O.[Na+].[Na+].CCO. The yield is 0.940. The catalyst is C1C=CC([P]([Pd]([P](C2C=CC=CC=2)(C2C=CC=CC=2)C2C=CC=CC=2)([P](C2C=CC=CC=2)(C2C=CC=CC=2)C2C=CC=CC=2)[P](C2C=CC=CC=2)(C2C=CC=CC=2)C2C=CC=CC=2)(C2C=CC=CC=2)C2C=CC=CC=2)=CC=1.O.C1(C)C=CC=CC=1. The product is [CH2:1]([O:3][C:4]([C:6]1[NH:7][C:8]2[C:13]([CH:14]=1)=[CH:12][C:11]([C:25]1[CH:30]=[CH:29][C:28]([C:31]([F:34])([F:33])[F:32])=[CH:27][N:26]=1)=[CH:10][CH:9]=2)=[O:5])[CH3:2]. (4) The reactants are [CH2:1]([N:3]1[C:11]2[C:6](=[CH:7][CH:8]=[C:9]([O:12][CH3:13])[CH:10]=2)[C:5]([C:14](=[S:16])[NH2:15])=[CH:4]1)[CH3:2].CO[CH:19](OC)[CH2:20]Br. The catalyst is C(COC)OC. The product is [CH2:1]([N:3]1[C:11]2[C:6](=[CH:7][CH:8]=[C:9]([O:12][CH3:13])[CH:10]=2)[C:5]([C:14]2[S:16][CH:19]=[CH:20][N:15]=2)=[CH:4]1)[CH3:2]. The yield is 0.470. (5) The reactants are [CH3:1][C:2]1[N:10]=[CH:9][CH:8]=[CH:7][C:3]=1[C:4]([OH:6])=O.C(Cl)(=O)C(Cl)=O.[NH2:17][C:18]1[CH:23]=[CH:22][C:21]([N:24]2[C:30](=[O:31])[CH2:29][C:28](=[O:32])[NH:27][C:26]3[C:33]4[C:38]([CH:39]=[CH:40][C:25]2=3)=[CH:37][CH:36]=[CH:35][CH:34]=4)=[CH:20][CH:19]=1.C(=O)([O-])O.[Na+]. The catalyst is ClCCl.C(N(CC)CC)C.O1CCCC1.CN(C=O)C. The product is [CH3:1][C:2]1[C:3]([C:4]([NH:17][C:18]2[CH:23]=[CH:22][C:21]([N:24]3[C:30](=[O:31])[CH2:29][C:28](=[O:32])[NH:27][C:26]4[C:33]5[C:38]([CH:39]=[CH:40][C:25]3=4)=[CH:37][CH:36]=[CH:35][CH:34]=5)=[CH:20][CH:19]=2)=[O:6])=[CH:7][CH:8]=[CH:9][N:10]=1. The yield is 0.800. (6) The reactants are [C:1]([C:3]([CH2:10][OH:11])([CH2:8][OH:9])[C:4]([O:6][CH3:7])=[O:5])#[N:2].[C:12](OCC)(OCC)([O:14][CH2:15][CH3:16])[CH3:13].S(=O)(=O)(O)O. The catalyst is C1COCC1. The product is [C:1]([C:3]1([C:4]([O:6][CH3:7])=[O:5])[CH2:10][O:11][C:12]([O:14][CH2:15][CH3:16])([CH3:13])[O:9][CH2:8]1)#[N:2]. The yield is 0.420.